From a dataset of Reaction yield outcomes from USPTO patents with 853,638 reactions. Predict the reaction yield, written as a fraction of the theoretical maximum amount of product (1.0 means a 100% yield; for example, 0.34 means a 34% yield). (1) The reactants are [CH2:1]([C@@:4]1([C:20]2[CH:25]=[CH:24][CH:23]=[CH:22][C:21]=2[F:26])[O:9][C:8](=[O:10])[N:7]([C@H:11]([C:13]2[CH:18]=[CH:17][C:16](Br)=[CH:15][CH:14]=2)[CH3:12])[CH2:6][CH2:5]1)[CH:2]=[CH2:3].[F:27][C:28]1[CH:33]=[CH:32][C:31](B(O)O)=[CH:30][CH:29]=1.C([O-])([O-])=O.[Cs+].[Cs+]. The catalyst is O1CCOCC1.Cl[Pd](Cl)([P](C1C=CC=CC=1)(C1C=CC=CC=1)C1C=CC=CC=1)[P](C1C=CC=CC=1)(C1C=CC=CC=1)C1C=CC=CC=1. The product is [CH2:1]([C@@:4]1([C:20]2[CH:25]=[CH:24][CH:23]=[CH:22][C:21]=2[F:26])[O:9][C:8](=[O:10])[N:7]([C@H:11]([C:13]2[CH:18]=[CH:17][C:16]([C:31]3[CH:32]=[CH:33][C:28]([F:27])=[CH:29][CH:30]=3)=[CH:15][CH:14]=2)[CH3:12])[CH2:6][CH2:5]1)[CH:2]=[CH2:3]. The yield is 0.800. (2) The reactants are [Br:1][C:2]1[CH:3]=[C:4]2[C:9](=[CH:10][CH:11]=1)[N:8]=[CH:7][N:6]=[C:5]2[C:12]1[CH:13]=[C:14]([CH:18]=[CH:19][CH:20]=1)[C:15]([OH:17])=O.CN(C(ON1N=NC2C=CC=CC1=2)=[N+](C)C)C.F[P-](F)(F)(F)(F)F.CCN(C(C)C)C(C)C.[C:54]([O:58][C:59]([N:61]1[CH2:66][CH2:65][NH:64][CH2:63][C@H:62]1[CH3:67])=[O:60])([CH3:57])([CH3:56])[CH3:55]. The catalyst is C(Cl)Cl. The product is [C:54]([O:58][C:59]([N:61]1[CH2:66][CH2:65][N:64]([C:15](=[O:17])[C:14]2[CH:18]=[CH:19][CH:20]=[C:12]([C:5]3[C:4]4[C:9](=[CH:10][CH:11]=[C:2]([Br:1])[CH:3]=4)[N:8]=[CH:7][N:6]=3)[CH:13]=2)[CH2:63][C@H:62]1[CH3:67])=[O:60])([CH3:57])([CH3:55])[CH3:56]. The yield is 1.00. (3) The reactants are [NH2:1][C:2]1[CH:7]=[CH:6][N:5]=[C:4]([Br:8])[CH:3]=1.C([O-])(=O)C.[Na+].[I:14]Cl. The catalyst is C(O)(=O)C.C(OCC)(=O)C.ClCCl. The product is [Br:8][C:4]1[CH:3]=[C:2]([NH2:1])[C:7]([I:14])=[CH:6][N:5]=1. The yield is 0.380.